This data is from Full USPTO retrosynthesis dataset with 1.9M reactions from patents (1976-2016). The task is: Predict the reactants needed to synthesize the given product. (1) Given the product [CH3:21][O:20][C:18](=[O:19])[CH:16]([NH:15][S:12]([C:9]1[CH:10]=[CH:11][C:6]([O:5][CH2:1][C:2]#[C:3][CH3:4])=[CH:7][CH:8]=1)(=[O:14])=[O:13])[CH2:17][O:25][CH2:24][CH2:23][Br:22], predict the reactants needed to synthesize it. The reactants are: [CH2:1]([O:5][C:6]1[CH:11]=[CH:10][C:9]([S:12]([N:15]2[CH2:17][CH:16]2[C:18]([O:20][CH3:21])=[O:19])(=[O:14])=[O:13])=[CH:8][CH:7]=1)[C:2]#[C:3][CH3:4].[Br:22][CH2:23][CH2:24][OH:25].B(F)(F)F.CCOCC. (2) Given the product [C:1]1([S:7]([CH2:10][C:11]2[C:16]([C:17]([O:19][CH3:20])=[O:18])=[C:15]([NH:44][CH2:43][CH2:42][NH:41][C:39]([O:38][C:34]([CH3:37])([CH3:36])[CH3:35])=[O:40])[C:14]([C:29]3[CH:33]=[CH:32][O:31][CH:30]=3)=[CH:13][CH:12]=2)(=[O:9])=[O:8])[CH:2]=[CH:3][CH:4]=[CH:5][CH:6]=1, predict the reactants needed to synthesize it. The reactants are: [C:1]1([S:7]([CH2:10][C:11]2[C:16]([C:17]([O:19][CH3:20])=[O:18])=[C:15](OS(C(F)(F)F)(=O)=O)[C:14]([C:29]3[CH:33]=[CH:32][O:31][CH:30]=3)=[CH:13][CH:12]=2)(=[O:9])=[O:8])[CH:6]=[CH:5][CH:4]=[CH:3][CH:2]=1.[C:34]([O:38][C:39]([NH:41][CH2:42][CH2:43][NH2:44])=[O:40])([CH3:37])([CH3:36])[CH3:35].C(=O)([O-])[O-].[Cs+].[Cs+].C1C=CC(P(C2C=CC3C(=CC=CC=3)C=2C2C3C(=CC=CC=3)C=CC=2P(C2C=CC=CC=2)C2C=CC=CC=2)C2C=CC=CC=2)=CC=1.